Dataset: Peptide-MHC class I binding affinity with 185,985 pairs from IEDB/IMGT. Task: Regression. Given a peptide amino acid sequence and an MHC pseudo amino acid sequence, predict their binding affinity value. This is MHC class I binding data. (1) The peptide sequence is GRIPVSDIF. The MHC is HLA-A80:01 with pseudo-sequence HLA-A80:01. The binding affinity (normalized) is 0.0847. (2) The peptide sequence is GVFPINESF. The MHC is HLA-B08:01 with pseudo-sequence HLA-B08:01. The binding affinity (normalized) is 0.0847. (3) The peptide sequence is VEIPNRIVF. The MHC is HLA-A26:03 with pseudo-sequence HLA-A26:03. The binding affinity (normalized) is 0.0847. (4) The binding affinity (normalized) is 0.250. The peptide sequence is FVGRYCSPT. The MHC is HLA-A68:02 with pseudo-sequence HLA-A68:02. (5) The peptide sequence is ISDYDYYRY. The MHC is HLA-A69:01 with pseudo-sequence HLA-A69:01. The binding affinity (normalized) is 0.0847. (6) The peptide sequence is AEIMKICST. The MHC is HLA-B45:01 with pseudo-sequence HLA-B45:01. The binding affinity (normalized) is 0.544. (7) The peptide sequence is HIPGDTLFK. The MHC is HLA-A11:01 with pseudo-sequence HLA-A11:01. The binding affinity (normalized) is 0.390. (8) The peptide sequence is GFGAYMSKA. The MHC is Patr-A0901 with pseudo-sequence Patr-A0901. The binding affinity (normalized) is 0.0741. (9) The peptide sequence is VRGGMVAPL. The MHC is HLA-B58:01 with pseudo-sequence HLA-B58:01. The binding affinity (normalized) is 0.0847. (10) The MHC is HLA-A02:01 with pseudo-sequence HLA-A02:01. The binding affinity (normalized) is 0.936. The peptide sequence is GMNDHNFFV.